This data is from Full USPTO retrosynthesis dataset with 1.9M reactions from patents (1976-2016). The task is: Predict the reactants needed to synthesize the given product. (1) The reactants are: [H-].[Na+].[CH3:3][O:4][CH2:5][CH2:6][OH:7].[Br:8][C:9]1[CH:10]=[CH:11][C:12](Cl)=[N:13][CH:14]=1. Given the product [Br:8][C:9]1[CH:10]=[CH:11][C:12]([O:7][CH2:6][CH2:5][O:4][CH3:3])=[N:13][CH:14]=1, predict the reactants needed to synthesize it. (2) The reactants are: [C:1]([N:8]1[CH2:14][CH2:13][CH2:12][NH:11][CH2:10][CH2:9]1)([O:3][C:4]([CH3:7])([CH3:6])[CH3:5])=[O:2].Br[C:16]1[CH:23]=[CH:22][CH:21]=[CH:20][C:17]=1[C:18]#[N:19].CC1(C)C2C(=C(P(C3C=CC=CC=3)C3C=CC=CC=3)C=CC=2)OC2C(P(C3C=CC=CC=3)C3C=CC=CC=3)=CC=CC1=2.CC(C)([O-])C.[Na+]. Given the product [C:4]([O:3][C:1]([N:8]1[CH2:14][CH2:13][CH2:12][N:11]([C:16]2[CH:23]=[CH:22][CH:21]=[CH:20][C:17]=2[C:18]#[N:19])[CH2:10][CH2:9]1)=[O:2])([CH3:7])([CH3:6])[CH3:5], predict the reactants needed to synthesize it. (3) Given the product [C:2]([C:5]1[CH:10]=[CH:9][C:8]([C:11]([CH:13]([CH2:43][CH2:44][CH2:45][CH2:46][CH2:47][C:48]([CH:50]2[C:55]([CH3:57])([CH3:56])[CH:54]=[CH:53][N:52]([CH2:58][CH:59]([CH3:60])[CH3:61])[CH2:51]2)=[O:49])[C:14]([C:16]2[CH:21]=[CH:20][C:19]([O:22][CH3:23])=[CH:18][CH:17]=2)=[O:15])=[O:12])=[CH:7][CH:6]=1)([CH3:1])([CH3:3])[CH3:4], predict the reactants needed to synthesize it. The reactants are: [CH3:1][C:2]([C:5]1[CH:6]=[CH:7][C:8]([C:11]([CH2:13][C:14]([C:16]2[CH:17]=[CH:18][C:19]([O:22][CH3:23])=[CH:20][CH:21]=2)=[O:15])=[O:12])=[CH:9][CH:10]=1)([CH3:4])[CH3:3].CCCC[N+](CCCC)(CCCC)CCCC.[F-].Br[CH2:43][CH2:44][CH2:45][CH2:46][CH2:47][C:48]([CH:50]1[C:55]([CH3:57])([CH3:56])[CH:54]=[CH:53][N:52]([CH2:58][CH:59]([CH3:61])[CH3:60])[CH2:51]1)=[O:49]. (4) The reactants are: [CH2:1]([O:5][C:6]1[C:18](Cl)=[CH:17][C:9]([C:10]([O:12][C:13]([CH3:16])([CH3:15])[CH3:14])=[O:11])=[C:8]([F:20])[CH:7]=1)[CH2:2][CH2:3][CH3:4].[CH:21]1(B(O)O)[CH2:23][CH2:22]1.P([O-])([O-])([O-])=O.[K+].[K+].[K+].F[B-](F)(F)F.C1(P(C2CCCCC2)C2CCCCC2)CCCCC1. Given the product [CH2:1]([O:5][C:6]1[C:18]([CH:21]2[CH2:23][CH2:22]2)=[CH:17][C:9]([C:10]([O:12][C:13]([CH3:16])([CH3:15])[CH3:14])=[O:11])=[C:8]([F:20])[CH:7]=1)[CH2:2][CH2:3][CH3:4], predict the reactants needed to synthesize it. (5) Given the product [CH3:3][O:4][C:5]1[CH:6]=[C:7]2[C:11](=[CH:12][CH:13]=1)[C:10](=[O:14])[N:9]([CH3:17])[C:8]2([CH3:16])[CH3:15], predict the reactants needed to synthesize it. The reactants are: [H-].[Na+].[CH3:3][O:4][C:5]1[CH:6]=[C:7]2[C:11](=[CH:12][CH:13]=1)[C:10](=[O:14])[NH:9][C:8]2([CH3:16])[CH3:15].[CH3:17]I. (6) Given the product [C:22]([CH2:21][N:10]1[CH2:11][C@@H:7]([C:1]2[CH:2]=[CH:3][CH:4]=[CH:5][CH:6]=2)[C@H:8]([NH:12][C:13](=[O:19])[O:14][C:15]([CH3:16])([CH3:18])[CH3:17])[CH2:9]1)#[N:23], predict the reactants needed to synthesize it. The reactants are: [C:1]1([C@@H:7]2[CH2:11][NH:10][CH2:9][C@H:8]2[NH:12][C:13](=[O:19])[O:14][C:15]([CH3:18])([CH3:17])[CH3:16])[CH:6]=[CH:5][CH:4]=[CH:3][CH:2]=1.Br[CH2:21][C:22]#[N:23].